From a dataset of Forward reaction prediction with 1.9M reactions from USPTO patents (1976-2016). Predict the product of the given reaction. (1) Given the reactants [NH2:1][C:2]1[N:7]=[CH:6][C:5]([C:8]2[CH:16]=[CH:15][C:11]([C:12](O)=[O:13])=[CH:10][CH:9]=2)=[CH:4][C:3]=1[C:17](=[O:25])[NH:18][C:19]1[CH:24]=[CH:23][N:22]=[CH:21][CH:20]=1.[CH3:26][N:27]([CH3:32])[CH2:28][CH2:29][NH:30][CH3:31], predict the reaction product. The product is: [NH2:1][C:2]1[N:7]=[CH:6][C:5]([C:8]2[CH:16]=[CH:15][C:11]([C:12](=[O:13])[N:30]([CH2:29][CH2:28][N:27]([CH3:32])[CH3:26])[CH3:31])=[CH:10][CH:9]=2)=[CH:4][C:3]=1[C:17]([NH:18][C:19]1[CH:20]=[CH:21][N:22]=[CH:23][CH:24]=1)=[O:25]. (2) Given the reactants Br[C:2]1[CH:3]=[CH:4][C:5](O)=[C:6]([C:8]2[CH:17]=[CH:16][C:15]3[C:10](=[CH:11][CH:12]=[C:13]([C:18]4[N:22]([CH:23]5[CH2:28][CH2:27][CH2:26][CH2:25][CH2:24]5)[C:21]5[CH:29]=[CH:30][C:31]([C:33]([OH:35])=[O:34])=[CH:32][C:20]=5[N:19]=4)[CH:14]=3)[N:9]=2)[CH:7]=1.C(O[C:40]([C:42]1C=CC2N(C3CCCCC3)[C:40]([C:42]3C=CC(N)=[C:44](C=O)[CH:43]=3)=N[C:44]=2[CH:43]=1)=O)C.C1C2CCCCC=2C=CC=1C(=O)C.[OH-].[K+], predict the reaction product. The product is: [CH:23]1([N:22]2[C:21]3[CH:29]=[CH:30][C:31]([C:33]([OH:35])=[O:34])=[CH:32][C:20]=3[N:19]=[C:18]2[C:13]2[CH:14]=[C:15]3[C:10](=[CH:11][CH:12]=2)[N:9]=[C:8]([C:6]2[CH:5]=[CH:4][C:3]4[CH2:44][CH2:43][CH2:42][CH2:40][C:2]=4[CH:7]=2)[CH:17]=[CH:16]3)[CH2:24][CH2:25][CH2:26][CH2:27][CH2:28]1. (3) Given the reactants [H-].[Na+].[CH2:3]([P:12](=[O:19])([O:16][CH2:17][CH3:18])[O:13][CH2:14][CH3:15])P(=O)(OCC)OCC.[NH2:20][C:21]1[C:30]2[N:29]=[CH:28][C:27]([CH2:31][CH2:32][C:33]3[CH:38]=[CH:37][C:36]([O:39][CH3:40])=[CH:35][C:34]=3[CH3:41])=[CH:26][C:25]=2[C:24]2[CH:42]=[CH:43][C:44]([CH:46]=O)=[CH:45][C:23]=2[N:22]=1, predict the reaction product. The product is: [NH2:20][C:21]1[C:30]2[N:29]=[CH:28][C:27]([CH2:31][CH2:32][C:33]3[CH:38]=[CH:37][C:36]([O:39][CH3:40])=[CH:35][C:34]=3[CH3:41])=[CH:26][C:25]=2[C:24]2[CH:42]=[CH:43][C:44](/[CH:46]=[CH:3]/[P:12](=[O:19])([O:13][CH2:14][CH3:15])[O:16][CH2:17][CH3:18])=[CH:45][C:23]=2[N:22]=1. (4) The product is: [C:1]([O:5][C:6]([N:8]1[C@@H:12]([CH2:13][CH2:14][CH:15]([C:18]2[CH:19]=[C:20]([F:25])[CH:21]=[C:22]([F:24])[CH:23]=2)[CH2:16][CH3:17])[CH2:11][O:10][C:9]1([CH3:26])[CH3:27])=[O:7])([CH3:2])([CH3:3])[CH3:4]. Given the reactants [C:1]([O:5][C:6]([N:8]1[C@@H:12](/[CH:13]=[CH:14]\[C:15]2([C:18]3[CH:23]=[C:22]([F:24])[CH:21]=[C:20]([F:25])[CH:19]=3)[CH2:17][CH2:16]2)[CH2:11][O:10][C:9]1([CH3:27])[CH3:26])=[O:7])([CH3:4])([CH3:3])[CH3:2].C([O-])=O.[NH4+], predict the reaction product. (5) Given the reactants Br[C:2]1[N:7]=[C:6](/[CH:8]=[CH:9]/[C:10]([O:12][CH2:13][CH3:14])=[O:11])[CH:5]=[CH:4][CH:3]=1.C([O-])([O-])=O.[K+].[K+].CC1(C)C(C)(C)OB([C:29]2[CH:47]=[CH:46][C:32]([O:33][C:34]3[CH:35]=[CH:36][C:37]([C:42]([F:45])([F:44])[F:43])=[C:38]([CH:41]=3)[C:39]#[N:40])=[CH:31][CH:30]=2)O1, predict the reaction product. The product is: [C:39]([C:38]1[CH:41]=[C:34]([CH:35]=[CH:36][C:37]=1[C:42]([F:43])([F:44])[F:45])[O:33][C:32]1[CH:46]=[CH:47][C:29]([C:2]2[N:7]=[C:6](/[CH:8]=[CH:9]/[C:10]([O:12][CH2:13][CH3:14])=[O:11])[CH:5]=[CH:4][CH:3]=2)=[CH:30][CH:31]=1)#[N:40]. (6) Given the reactants [NH2:1][C:2]1[CH:9]=[CH:8][C:7](I)=[CH:6][C:3]=1[C:4]#[N:5].[Cl-].[Cl:12][C:13]1[CH:20]=[CH:19][C:16]([CH2:17][Zn+])=[CH:15][CH:14]=1.NC1C=CC(CC2C=CC=CC=2)=CC=1C#N, predict the reaction product. The product is: [NH2:1][C:2]1[CH:9]=[CH:8][C:7]([CH2:17][C:16]2[CH:19]=[CH:20][C:13]([Cl:12])=[CH:14][CH:15]=2)=[CH:6][C:3]=1[C:4]#[N:5]. (7) Given the reactants [Cl:1][C:2]1[CH:3]=[C:4]2[C:8](=[CH:9][CH:10]=1)[NH:7][CH:6]=[C:5]2[C:11]([OH:13])=[O:12].C([O-])([O-])=O.[K+].[K+].Br[CH2:21][CH:22]([CH3:24])[CH3:23], predict the reaction product. The product is: [Cl:1][C:2]1[CH:3]=[C:4]2[C:8](=[CH:9][CH:10]=1)[N:7]([CH2:21][CH:22]([CH3:24])[CH3:23])[CH:6]=[C:5]2[C:11]([O:13][CH2:3][CH:4]([CH3:8])[CH3:5])=[O:12]. (8) The product is: [Br:21][C:7]1[C:12]([CH3:13])=[CH:11][C:10]([N+:14]([O-:16])=[O:15])=[CH:9][C:8]=1[CH3:17]. Given the reactants FC(F)(F)S(O[C:7]1[C:12]([CH3:13])=[CH:11][C:10]([N+:14]([O-:16])=[O:15])=[CH:9][C:8]=1[CH3:17])(=O)=O.[Li+].[Br-:21].C(OCC)(=O)C.C1CCCCC1.O, predict the reaction product. (9) Given the reactants [C:1]([C:5]1[C:9]([CH:10]=O)=[CH:8][N:7]([CH2:12][C:13]([NH:15][C:16]2[S:20][C:19]3[CH2:21][CH2:22][CH2:23][CH2:24][C:18]=3[C:17]=2[C:25]([NH:27][CH2:28][CH2:29][OH:30])=[O:26])=[O:14])[N:6]=1)([CH3:4])([CH3:3])[CH3:2].C(O)(=O)C.[CH2:35]([NH2:37])[CH3:36], predict the reaction product. The product is: [C:1]([C:5]1[C:9]([CH2:10][NH:37][CH2:35][CH3:36])=[CH:8][N:7]([CH2:12][C:13]([NH:15][C:16]2[S:20][C:19]3[CH2:21][CH2:22][CH2:23][CH2:24][C:18]=3[C:17]=2[C:25]([NH:27][CH2:28][CH2:29][OH:30])=[O:26])=[O:14])[N:6]=1)([CH3:4])([CH3:2])[CH3:3].